Dataset: Catalyst prediction with 721,799 reactions and 888 catalyst types from USPTO. Task: Predict which catalyst facilitates the given reaction. (1) Product: [Cl:1][C:2]1[C:7](=[O:8])[N:6]([CH3:9])[CH:5]=[C:4]([N:10]2[CH:11]([C:23]3[CH:24]=[CH:25][C:26]([Cl:29])=[CH:27][CH:28]=3)[C:12]3[CH:13]=[N:14][N:15]([CH:20]4[CH2:21][CH2:22]4)[C:16]=3[C:17]2=[O:19])[CH:3]=1. Reactant: [Cl:1][C:2]1[C:7](=[O:8])[N:6]([CH3:9])[CH:5]=[C:4]([NH:10][CH:11]([C:23]2[CH:28]=[CH:27][C:26]([Cl:29])=[CH:25][CH:24]=2)[C:12]2[CH:13]=[N:14][N:15]([CH:20]3[CH2:22][CH2:21]3)[C:16]=2[C:17]([OH:19])=O)[CH:3]=1. The catalyst class is: 25. (2) Reactant: C([O:8][C:9]1[CH:14]=[CH:13][C:12]([C:15]([O:24][CH2:25][O:26][CH3:27])([C:20]([F:23])([F:22])[F:21])[C:16]([F:19])([F:18])[F:17])=[CH:11][C:10]=1[CH2:28][CH2:29][CH3:30])C1C=CC=CC=1. Product: [F:17][C:16]([F:18])([F:19])[C:15]([C:12]1[CH:13]=[CH:14][C:9]([OH:8])=[C:10]([CH2:28][CH2:29][CH3:30])[CH:11]=1)([O:24][CH2:25][O:26][CH3:27])[C:20]([F:21])([F:23])[F:22]. The catalyst class is: 352. (3) Reactant: [CH2:1]([CH:3]([CH2:6][CH2:7][CH2:8][CH3:9])[CH2:4][OH:5])[CH3:2].ClCCl.[N+:13]([C:16]1[CH:24]=[CH:23][C:19]([C:20](Cl)=[O:21])=[CH:18][CH:17]=1)([O-:15])=[O:14]. Product: [CH2:1]([CH:3]([CH2:6][CH2:7][CH2:8][CH3:9])[CH2:4][O:5][C:20](=[O:21])[C:19]1[CH:18]=[CH:17][C:16]([N+:13]([O-:15])=[O:14])=[CH:24][CH:23]=1)[CH3:2]. The catalyst class is: 17.